From a dataset of NCI-60 drug combinations with 297,098 pairs across 59 cell lines. Regression. Given two drug SMILES strings and cell line genomic features, predict the synergy score measuring deviation from expected non-interaction effect. (1) Drug 1: CCCS(=O)(=O)NC1=C(C(=C(C=C1)F)C(=O)C2=CNC3=C2C=C(C=N3)C4=CC=C(C=C4)Cl)F. Drug 2: CC1CCC2CC(C(=CC=CC=CC(CC(C(=O)C(C(C(=CC(C(=O)CC(OC(=O)C3CCCCN3C(=O)C(=O)C1(O2)O)C(C)CC4CCC(C(C4)OC)O)C)C)O)OC)C)C)C)OC. Cell line: EKVX. Synergy scores: CSS=35.9, Synergy_ZIP=13.5, Synergy_Bliss=13.6, Synergy_Loewe=-15.6, Synergy_HSA=12.0. (2) Drug 1: C1=CC=C(C(=C1)C(C2=CC=C(C=C2)Cl)C(Cl)Cl)Cl. Drug 2: C#CCC(CC1=CN=C2C(=N1)C(=NC(=N2)N)N)C3=CC=C(C=C3)C(=O)NC(CCC(=O)O)C(=O)O. Cell line: M14. Synergy scores: CSS=-1.80, Synergy_ZIP=2.58, Synergy_Bliss=3.58, Synergy_Loewe=-5.08, Synergy_HSA=-1.60. (3) Drug 1: CS(=O)(=O)C1=CC(=C(C=C1)C(=O)NC2=CC(=C(C=C2)Cl)C3=CC=CC=N3)Cl. Drug 2: C1=CC=C(C=C1)NC(=O)CCCCCCC(=O)NO. Cell line: U251. Synergy scores: CSS=4.39, Synergy_ZIP=-6.88, Synergy_Bliss=-9.62, Synergy_Loewe=-18.5, Synergy_HSA=-9.19. (4) Drug 1: C(=O)(N)NO. Drug 2: COC1=NC(=NC2=C1N=CN2C3C(C(C(O3)CO)O)O)N. Cell line: IGROV1. Synergy scores: CSS=-0.333, Synergy_ZIP=-0.204, Synergy_Bliss=-0.373, Synergy_Loewe=-3.44, Synergy_HSA=-1.98. (5) Drug 2: CC(C)(C#N)C1=CC(=CC(=C1)CN2C=NC=N2)C(C)(C)C#N. Cell line: SK-MEL-5. Synergy scores: CSS=1.91, Synergy_ZIP=-4.54, Synergy_Bliss=-4.10, Synergy_Loewe=-3.69, Synergy_HSA=-3.17. Drug 1: CC1=C(N=C(N=C1N)C(CC(=O)N)NCC(C(=O)N)N)C(=O)NC(C(C2=CN=CN2)OC3C(C(C(C(O3)CO)O)O)OC4C(C(C(C(O4)CO)O)OC(=O)N)O)C(=O)NC(C)C(C(C)C(=O)NC(C(C)O)C(=O)NCCC5=NC(=CS5)C6=NC(=CS6)C(=O)NCCC[S+](C)C)O. (6) Drug 1: COC1=CC(=CC(=C1O)OC)C2C3C(COC3=O)C(C4=CC5=C(C=C24)OCO5)OC6C(C(C7C(O6)COC(O7)C8=CC=CS8)O)O. Drug 2: CC12CCC3C(C1CCC2OP(=O)(O)O)CCC4=C3C=CC(=C4)OC(=O)N(CCCl)CCCl.[Na+]. Cell line: SK-MEL-28. Synergy scores: CSS=10.6, Synergy_ZIP=-4.67, Synergy_Bliss=-4.20, Synergy_Loewe=-17.5, Synergy_HSA=-2.91. (7) Drug 1: COC1=CC(=CC(=C1O)OC)C2C3C(COC3=O)C(C4=CC5=C(C=C24)OCO5)OC6C(C(C7C(O6)COC(O7)C8=CC=CS8)O)O. Drug 2: COCCOC1=C(C=C2C(=C1)C(=NC=N2)NC3=CC=CC(=C3)C#C)OCCOC.Cl. Cell line: SK-MEL-28. Synergy scores: CSS=17.4, Synergy_ZIP=-6.04, Synergy_Bliss=2.33, Synergy_Loewe=-15.1, Synergy_HSA=2.05. (8) Drug 1: CCC(=C(C1=CC=CC=C1)C2=CC=C(C=C2)OCCN(C)C)C3=CC=CC=C3.C(C(=O)O)C(CC(=O)O)(C(=O)O)O. Drug 2: CN(C(=O)NC(C=O)C(C(C(CO)O)O)O)N=O. Cell line: SK-MEL-28. Synergy scores: CSS=1.03, Synergy_ZIP=4.83, Synergy_Bliss=-0.585, Synergy_Loewe=1.34, Synergy_HSA=-0.833. (9) Drug 1: CCN(CC)CCCC(C)NC1=C2C=C(C=CC2=NC3=C1C=CC(=C3)Cl)OC. Cell line: HCT116. Synergy scores: CSS=42.8, Synergy_ZIP=2.59, Synergy_Bliss=-0.378, Synergy_Loewe=-8.34, Synergy_HSA=4.16. Drug 2: CCC1(C2=C(COC1=O)C(=O)N3CC4=CC5=C(C=CC(=C5CN(C)C)O)N=C4C3=C2)O.Cl.